This data is from Reaction yield outcomes from USPTO patents with 853,638 reactions. The task is: Predict the reaction yield, written as a fraction of the theoretical maximum amount of product (1.0 means a 100% yield; for example, 0.34 means a 34% yield). (1) The reactants are [NH2:1][C:2]1[C:7]([F:8])=[C:6](Cl)[N:5]=[C:4]([C:10]([O:12][CH:13]([CH3:15])[CH3:14])=[O:11])[C:3]=1[Cl:16].[Cl:17][C:18]1[CH:23]=[CH:22][C:21](B2OCCCO2)=[C:20]([F:30])[C:19]=1[O:31][CH3:32].[F-].[Cs+].C(#N)C. The catalyst is Cl[Pd](Cl)([P](C1C=CC=CC=1)(C1C=CC=CC=1)C1C=CC=CC=1)[P](C1C=CC=CC=1)(C1C=CC=CC=1)C1C=CC=CC=1.O. The product is [NH2:1][C:2]1[C:7]([F:8])=[C:6]([C:21]2[CH:22]=[CH:23][C:18]([Cl:17])=[C:19]([O:31][CH3:32])[C:20]=2[F:30])[N:5]=[C:4]([C:10]([O:12][CH:13]([CH3:15])[CH3:14])=[O:11])[C:3]=1[Cl:16]. The yield is 0.820. (2) The reactants are [Cl-].[NH4+:2].C[Al](C)C.[Cl:7][C:8]1[CH:13]=[CH:12][C:11]([NH:14][C:15]([NH:17][C:18]2[CH:23]=[CH:22][C:21]([O:24][C:25]3[CH:30]=[CH:29][N:28]=[C:27]([C:31]#[N:32])[CH:26]=3)=[CH:20][CH:19]=2)=[O:16])=[CH:10][C:9]=1[C:33]([F:36])([F:35])[F:34]. The catalyst is C1(C)C=CC=CC=1. The product is [Cl:7][C:8]1[CH:13]=[CH:12][C:11]([NH:14][C:15]([NH:17][C:18]2[CH:23]=[CH:22][C:21]([O:24][C:25]3[CH:30]=[CH:29][N:28]=[C:27]([C:31](=[NH:2])[NH2:32])[CH:26]=3)=[CH:20][CH:19]=2)=[O:16])=[CH:10][C:9]=1[C:33]([F:36])([F:34])[F:35]. The yield is 0.170.